The task is: Regression. Given two drug SMILES strings and cell line genomic features, predict the synergy score measuring deviation from expected non-interaction effect.. This data is from NCI-60 drug combinations with 297,098 pairs across 59 cell lines. (1) Cell line: T-47D. Drug 2: CN1C(=O)N2C=NC(=C2N=N1)C(=O)N. Synergy scores: CSS=53.8, Synergy_ZIP=15.0, Synergy_Bliss=13.3, Synergy_Loewe=-58.3, Synergy_HSA=4.80. Drug 1: CC1C(C(CC(O1)OC2CC(CC3=C2C(=C4C(=C3O)C(=O)C5=C(C4=O)C(=CC=C5)OC)O)(C(=O)CO)O)N)O. (2) Drug 1: CCN(CC)CCNC(=O)C1=C(NC(=C1C)C=C2C3=C(C=CC(=C3)F)NC2=O)C. Drug 2: CC12CCC3C(C1CCC2OP(=O)(O)O)CCC4=C3C=CC(=C4)OC(=O)N(CCCl)CCCl.[Na+]. Cell line: IGROV1. Synergy scores: CSS=2.69, Synergy_ZIP=-4.43, Synergy_Bliss=-6.95, Synergy_Loewe=-10.1, Synergy_HSA=-9.95. (3) Drug 1: CN1CCC(CC1)COC2=C(C=C3C(=C2)N=CN=C3NC4=C(C=C(C=C4)Br)F)OC. Drug 2: CCC1=C2CN3C(=CC4=C(C3=O)COC(=O)C4(CC)O)C2=NC5=C1C=C(C=C5)O. Cell line: COLO 205. Synergy scores: CSS=53.5, Synergy_ZIP=11.3, Synergy_Bliss=12.9, Synergy_Loewe=-19.4, Synergy_HSA=7.91. (4) Drug 1: CCC1=C2CN3C(=CC4=C(C3=O)COC(=O)C4(CC)O)C2=NC5=C1C=C(C=C5)O. Drug 2: C1=NC2=C(N1)C(=S)N=CN2. Cell line: MALME-3M. Synergy scores: CSS=20.5, Synergy_ZIP=-4.95, Synergy_Bliss=-1.87, Synergy_Loewe=-0.817, Synergy_HSA=-0.339.